This data is from Catalyst prediction with 721,799 reactions and 888 catalyst types from USPTO. The task is: Predict which catalyst facilitates the given reaction. (1) Reactant: [OH:1][C:2]1[CH:11]=[C:10]([CH3:12])[C:9]2[C:4](=[CH:5][CH:6]=[CH:7][CH:8]=2)[N:3]=1.[I-].C[N+]1C=CN([C:20](=[O:29])[N:21]([CH3:28])[C:22]2[CH:27]=[CH:26][CH:25]=[CH:24][CH:23]=2)C=1.C(N(CC)CC)C. Product: [CH3:12][C:10]1[C:9]2[C:4](=[CH:5][CH:6]=[CH:7][CH:8]=2)[N:3]=[C:2]([O:1][C:20](=[O:29])[N:21]([CH3:28])[C:22]2[CH:27]=[CH:26][CH:25]=[CH:24][CH:23]=2)[CH:11]=1. The catalyst class is: 10. (2) Reactant: Br[C:2]1[N:7]=[C:6]2[N:8]([C@H:13]3[CH2:18][CH2:17][C@H:16]([O:19][CH3:20])[CH2:15][CH2:14]3)[C:9](=[O:12])[CH2:10][NH:11][C:5]2=[N:4][CH:3]=1.BrC1N=C([NH:35][C@H:36]2[CH2:41][CH2:40][C@H:39](OC)[CH2:38]C2)C(NCC(OCC)=O)=NC=1.[C:44]([OH:50])([C:46](F)(F)F)=O.[C:51](=O)(O)[O-].[Na+]. Product: [OH:50][C:44]([C:36]1[N:35]=[CH:38][C:39]([C:2]2[N:7]=[C:6]3[N:8]([C@H:13]4[CH2:18][CH2:17][C@H:16]([O:19][CH3:20])[CH2:15][CH2:14]4)[C:9](=[O:12])[CH2:10][NH:11][C:5]3=[N:4][CH:3]=2)=[CH:40][CH:41]=1)([CH3:46])[CH3:51]. The catalyst class is: 72. (3) Reactant: [NH:1]1[C:9]2[C:4](=[CH:5][CH:6]=[CH:7][CH:8]=2)[C:3]([CH2:10][C:11]([OH:13])=O)=[CH:2]1.C1N=CN(C(N2C=NC=C2)=O)C=1.[NH2:26][C:27]1[S:28][C:29]([N+:32]([O-:34])=[O:33])=[CH:30][N:31]=1. Product: [NH:1]1[C:9]2[C:4](=[CH:5][CH:6]=[CH:7][CH:8]=2)[C:3]([CH2:10][C:11]([NH:26][C:27]2[S:28][C:29]([N+:32]([O-:34])=[O:33])=[CH:30][N:31]=2)=[O:13])=[CH:2]1. The catalyst class is: 1. (4) Reactant: [OH-].[K+].CS(C)=O.[N:7]1([C:14]2[CH:15]=[CH:16][C:17]3[N:18]([C:20]([C:23]4[NH:24][C:25]5[C:30]([CH:31]=4)=[CH:29][CH:28]=[CH:27][CH:26]=5)=[N:21][N:22]=3)[N:19]=2)[CH2:13][CH2:12][CH2:11][CH2:10][CH2:9][CH2:8]1.[CH3:32]I. Product: [N:7]1([C:14]2[CH:15]=[CH:16][C:17]3[N:18]([C:20]([C:23]4[N:24]([CH3:32])[C:25]5[C:30]([CH:31]=4)=[CH:29][CH:28]=[CH:27][CH:26]=5)=[N:21][N:22]=3)[N:19]=2)[CH2:13][CH2:12][CH2:11][CH2:10][CH2:9][CH2:8]1. The catalyst class is: 6. (5) Reactant: [O:1]1[CH2:6][CH2:5][CH2:4][O:3][S:2]1(=[O:8])=[O:7].[OH:9][C:10]1[CH:11]=[C:12]([C:18](=[O:20])[CH3:19])[CH:13]=[CH:14][C:15]=1[O:16][CH3:17].C(=O)([O-])[O-].[K+:25].[K+]. Product: [S:2]([O-:8])([O:1][CH2:6][CH2:5][CH2:4][O:9][C:10]1[CH:11]=[C:12]([C:18](=[O:20])[CH3:19])[CH:13]=[CH:14][C:15]=1[O:16][CH3:17])(=[O:7])=[O:3].[K+:25]. The catalyst class is: 10.